Dataset: Full USPTO retrosynthesis dataset with 1.9M reactions from patents (1976-2016). Task: Predict the reactants needed to synthesize the given product. Given the product [CH2:5]([O:4][C:2]([N:14]1[CH2:19][CH2:18][N:17]([C:23]([O:26][CH2:5][C:6]2[CH:11]=[CH:10][CH:9]=[CH:8][CH:7]=2)=[O:24])[CH2:16][CH:15]1[C:20]([OH:22])=[O:21])=[O:3])[C:6]1[CH:11]=[CH:10][CH:9]=[CH:8][CH:7]=1, predict the reactants needed to synthesize it. The reactants are: Cl[C:2]([O:4][CH2:5][C:6]1[CH:11]=[CH:10][CH:9]=[CH:8][CH:7]=1)=[O:3].Cl.Cl.[NH:14]1[CH2:19][CH2:18][NH:17][CH2:16][CH:15]1[C:20]([OH:22])=[O:21].[C:23]([O-:26])([O-])=[O:24].[Na+].[Na+].Cl.